From a dataset of Forward reaction prediction with 1.9M reactions from USPTO patents (1976-2016). Predict the product of the given reaction. (1) Given the reactants [Br:1][C:2]1[CH:7]=[CH:6][C:5]([O:8][CH:9]([CH3:13])[C:10](O)=O)=[C:4](C=O)[CH:3]=1.C([O-])(=O)C.[Na+].[OH-].[Na+], predict the reaction product. The product is: [Br:1][C:2]1[CH:3]=[CH:4][C:5]2[O:8][C:9]([CH3:10])=[CH:13][C:6]=2[CH:7]=1. (2) Given the reactants O(C([CH2:8][NH:9][C:10]1[CH:15]=[CH:14][C:13]([NH:16][C:17](=[O:36])[NH:18][C:19]2[CH:35]=[CH:34][C:22]([O:23][C:24]3[CH:29]=[CH:28][N:27]=[C:26]([C:30]([NH:32][CH3:33])=[O:31])[CH:25]=3)=[CH:21][CH:20]=2)=[CH:12][CH:11]=1)=O)C(C)(C)C.FC(F)(F)C(O)=O, predict the reaction product. The product is: [CH3:8][NH:9][C:10]1[CH:15]=[CH:14][C:13]([NH:16][C:17](=[O:36])[NH:18][C:19]2[CH:35]=[CH:34][C:22]([O:23][C:24]3[CH:29]=[CH:28][N:27]=[C:26]([C:30]([NH:32][CH3:33])=[O:31])[CH:25]=3)=[CH:21][CH:20]=2)=[CH:12][CH:11]=1. (3) Given the reactants [NH2:1][C:2]1[CH:31]=[CH:30][CH:29]=[CH:28][C:3]=1[C:4]([C:6]1[C:11]([NH:12][S:13]([C:16]2[CH:21]=[CH:20][C:19]([Cl:22])=[C:18]([C:23]([F:26])([F:25])[F:24])[CH:17]=2)(=[O:15])=[O:14])=[CH:10][C:9]([Cl:27])=[CH:8][N:7]=1)=O.[Si]([N:36]=[C:37]=[O:38])(C)(C)C, predict the reaction product. The product is: [Cl:22][C:19]1[CH:20]=[CH:21][C:16]([S:13]([NH:12][C:11]2[C:6]([C:4]3[C:3]4[C:2](=[CH:31][CH:30]=[CH:29][CH:28]=4)[NH:1][C:37](=[O:38])[N:36]=3)=[N:7][CH:8]=[C:9]([Cl:27])[CH:10]=2)(=[O:15])=[O:14])=[CH:17][C:18]=1[C:23]([F:24])([F:25])[F:26]. (4) Given the reactants [CH:1]1[CH:10]=[C:9]2[C:11]([O:13][C:14](=[O:15])[C:7]3=[C:8]2[C:3](=[C:4]([Br:16])[CH:5]=[CH:6]3)[CH:2]=1)=O.[NH2:17][C:18]1[CH:23]=[CH:22][C:21]([CH3:24])=[CH:20][CH:19]=1.C(O)(=O)C, predict the reaction product. The product is: [Br:16][C:4]1[CH:5]=[CH:6][C:7]2[C:14](=[O:15])[N:17]([C:18]3[CH:23]=[CH:22][C:21]([CH3:24])=[CH:20][CH:19]=3)[C:11](=[O:13])[C:9]3[C:8]=2[C:3]=1[CH:2]=[CH:1][CH:10]=3. (5) The product is: [C:21]1([NH:20][C:18]([C@H:10]2[N:9]([C:7](=[O:8])[C@@H:6]([NH:5][C:3](=[O:4])[C@@H:2]([NH:1][CH2:33][CH2:32][OH:31])[CH3:30])[CH:27]([CH3:29])[CH3:28])[C:13]3=[N:14][CH:15]=[CH:16][CH:17]=[C:12]3[CH2:11]2)=[O:19])[CH:22]=[CH:23][CH:24]=[CH:25][CH:26]=1. Given the reactants [NH2:1][C@@H:2]([CH3:30])[C:3]([NH:5][C@@H:6]([CH:27]([CH3:29])[CH3:28])[C:7]([N:9]1[C:13]2=[N:14][CH:15]=[CH:16][CH:17]=[C:12]2[CH2:11][C@H:10]1[C:18]([NH:20][C:21]1[CH:26]=[CH:25][CH:24]=[CH:23][CH:22]=1)=[O:19])=[O:8])=[O:4].[O:31]1CC(O)O[CH2:33][CH:32]1O.C(O)(=O)C.C([BH3-])#N.[Na+], predict the reaction product. (6) Given the reactants Br[C:2]1[CH:3]=[N:4][CH:5]=[C:6]([N+:9]([O-:11])=[O:10])[C:7]=1[NH2:8].CCOC(C)=O.O.[NH:19]1[CH2:24][CH2:23][O:22][CH2:21][CH2:20]1, predict the reaction product. The product is: [O:22]1[CH2:23][CH2:24][N:19]([C:2]2[CH:3]=[N:4][CH:5]=[C:6]([N+:9]([O-:11])=[O:10])[C:7]=2[NH2:8])[CH2:20][CH2:21]1. (7) Given the reactants [CH3:1][N:2]([CH3:15])[S:3]([N:6]1[CH:10]=[CH:9][C:8]([C:11]([F:14])([F:13])[F:12])=[N:7]1)(=[O:5])=[O:4].C([Li])CCC.C1CCCCC1.[Br:27]Br, predict the reaction product. The product is: [Br:27][C:10]1[N:6]([S:3]([N:2]([CH3:15])[CH3:1])(=[O:5])=[O:4])[N:7]=[C:8]([C:11]([F:14])([F:12])[F:13])[CH:9]=1.